From a dataset of Drug-target binding data from BindingDB using IC50 measurements. Regression. Given a target protein amino acid sequence and a drug SMILES string, predict the binding affinity score between them. We predict pIC50 (pIC50 = -log10(IC50 in M); higher means more potent). Dataset: bindingdb_ic50. (1) The small molecule is CC[C@H](C)[C@@H]1NC(=O)[C@@H]2CCCN2C(=O)[C@H](Cc2ccccc2)N(C)C(=O)[C@H](Cc2ccccc2)NC(=O)[C@H](C(C)C)N(C)C(=O)[C@@H]([C@@H](C)CC)OC(=O)C(C(C)CO)N(C)C(=O)[C@H](CC(C)C)NC(=O)[C@H](C(C)C)N(C)C1=O. The target protein (P08183) has sequence MDLEGDRNGGAKKKNFFKLNNKSEKDKKEKKPTVSVFSMFRYSNWLDKLYMVVGTLAAIIHGAGLPLMMLVFGEMTDIFANAGNLEDLMSNITNRSDINDTGFFMNLEEDMTRYAYYYSGIGAGVLVAAYIQVSFWCLAAGRQIHKIRKQFFHAIMRQEIGWFDVHDVGELNTRLTDDVSKINEGIGDKIGMFFQSMATFFTGFIVGFTRGWKLTLVILAISPVLGLSAAVWAKILSSFTDKELLAYAKAGAVAEEVLAAIRTVIAFGGQKKELERYNKNLEEAKRIGIKKAITANISIGAAFLLIYASYALAFWYGTTLVLSGEYSIGQVLTVFFSVLIGAFSVGQASPSIEAFANARGAAYEIFKIIDNKPSIDSYSKSGHKPDNIKGNLEFRNVHFSYPSRKEVKILKGLNLKVQSGQTVALVGNSGCGKSTTVQLMQRLYDPTEGMVSVDGQDIRTINVRFLREIIGVVSQEPVLFATTIAENIRYGRENVTMDEI.... The pIC50 is 6.0. (2) The drug is CC(C)Cn1c2ccc(Nc3ncccn3)cc2c2c3c(c4c(c21)CCc1nn(C)cc1-4)C(=O)NC3. The target protein (P16277) has sequence MGLLSSKRQVSEKGKGWSPVKIRTQDKAPPPLPPLVVFNHLAPPSPNQDPDEEERFVVALFDYAAVNDRDLQVLKGEKLQVLRSTGDWWLARSLVTGREGYVPSNFVAPVETLEVEKWFFRTISRKDAERQLLAPMNKAGSFLIRESESNKGAFSLSVKDITTQGEVVKHYKIRSLDNGGYYISPRITFPTLQALVQHYSKKGDGLCQKLTLPCVNLAPKNLWAQDEWEIPRQSLKLVRKLGSGQFGEVWMGYYKNNMKVAIKTLKEGTMSPEAFLGEANVMKTLQHERLVRLYAVVTREPIYIVTEYMARGCLLDFLKTDEGSRLSLPRLIDMSAQVAEGMAYIERMNSIHRDLRAANILVSETLCCKIADFGLARIIDSEYTAQEGAKFPIKWTAPEAIHFGVFTIKADVWSFGVLLMEIVTYGRVPYPGMSNPEVIRSLEHGYRMPCPETCPPELYNDIITECWRGRPEERPTFEFLQSVLEDFYTATEGQYELQP. The pIC50 is 8.1. (3) The small molecule is COc1cccc(Nc2nc(-c3ccc4c(c3)OCCO4)cs2)c1. The target protein (P42574) has sequence MENTENSVDSKSIKNLEPKIIHGSESMDSGISLDNSYKMDYPEMGLCIIINNKNFHKSTGMTSRSGTDVDAANLRETFRNLKYEVRNKNDLTREEIVELMRDVSKEDHSKRSSFVCVLLSHGEEGIIFGTNGPVDLKKITNFFRGDRCRSLTGKPKLFIIQACRGTELDCGIETDSGVDDDMACHKIPVEADFLYAYSTAPGYYSWRNSKDGSWFIQSLCAMLKQYADKLEFMHILTRVNRKVATEFESFSFDATFHAKKQIPCIVSMLTKELYFYH. The pIC50 is 4.4. (4) The compound is CCN(CC)C(=O)[C@@H]1OC(C(=O)O)=C[C@H](N=C(N)N)[C@H]1NC(C)=O. The pIC50 is 6.3. The target protein (P16207) has sequence MLPSTIQTLTLFLTSGGVLLSLYVSASLSYLLYSDILLKFSPKITAPTMTLDCTNASNVQAVNRSATKEMTFLLPEPEWTYPRLSCQGSTFQKALLISPHRFGEARGNSAPLIIREPFIACGPKECKHFALTHYAAQPGGYYNGTREDRNKLRHLISVKLGKIPTVENSIFHMAAWSGSACHDGREWTYIGVDGPDSNALIKIKYGEAYTDTYHSYANNILRTQESACNCIGGDCYLMITDGSASGISKCRFLKIREGRIIKEIFPTGRVEHTEECTCGFASNKTIECACRDNNYTAKRPFVKLNVETDTAEIRLMCTETYLDTPRPDDGSITGPCESNGDKGRGGIKGGFVHQRMASKIGRWYSRTMSKTERMGMELYVKYDGDPWTDSDALDPSGVMVSIKEPGWYSFGFEIKDKKCDVPCIGIEMVHDGGKKTWHSAATAIYCLMGSGQLLWDTVTGVDMAL.